The task is: Binary Classification. Given a miRNA mature sequence and a target amino acid sequence, predict their likelihood of interaction.. This data is from Experimentally validated miRNA-target interactions with 360,000+ pairs, plus equal number of negative samples. (1) The miRNA is hsa-miR-30a-5p with sequence UGUAAACAUCCUCGACUGGAAG. The protein sequence of the target gene is MDEEPERTKRWEGGYERTWEILKEDESGSLKATIEDILFKAKRKRVFEHHGQVRLGMMRHLYVVVDGSRTMEDQDLKPNRLTCTLKLLEYFVEEYFDQNPISQIGIIVTKSKRAEKLTELSGNPRKHITSLKKAVDMTCHGEPSLYNSLSIAMQTLKHMPGHTSREVLIIFSSLTTCDPSNIYDLIKTLKAAKIRVSVIGLSAEVRVCTVLARETGGTYHVILDESHYKELLTHHVSPPPASSSSECSLIRMGFPQHTIASLSDQDAKPSFSMAHLDGNTEPGLTLGGYFCPQCRAKYCE.... Result: 1 (interaction). (2) The miRNA is hsa-miR-6829-5p with sequence UGGGCUGCUGAGAAGGGGCA. The protein sequence of the target gene is MALAPERAAPRVLFGEWLLGEISSGCYEGLQWLDEARTCFRVPWKHFARKDLSEADARIFKAWAVARGRWPPSSRGGGPPPEAETAERAGWKTNFRCALRSTRRFVMLRDNSGDPADPHKVYALSRELCWREGPGTDQTEAEAPAAVPPPQGGPPGPFLAHTHAGLQAPGPLPAPAGDKGDLLLQAVQQSCLADHLLTASWGADPVPTKAPGEGQEGLPLTGACAGGPGLPAGELYGWAVETTPSPGPQPAALTTGEAAAPESPHQAEPYLSPSPSACTAVQEPSPGALDVTIMYKGRTV.... Result: 0 (no interaction).